The task is: Regression/Classification. Given a drug SMILES string, predict its absorption, distribution, metabolism, or excretion properties. Task type varies by dataset: regression for continuous measurements (e.g., permeability, clearance, half-life) or binary classification for categorical outcomes (e.g., BBB penetration, CYP inhibition). Dataset: cyp2c19_veith.. This data is from CYP2C19 inhibition data for predicting drug metabolism from PubChem BioAssay. (1) The drug is CCCCc1nc2ccccc2c(=O)n1-c1ccc(Cl)cc1[N+](=O)[O-]. The result is 0 (non-inhibitor). (2) The molecule is Cn1ncc(Cl)c1C(=O)Nc1cccnc1. The result is 0 (non-inhibitor). (3) The drug is CC(C)CSC[C@@H]1O[C@H](n2cnc3c(N)nccc32)[C@H](O)[C@@H]1O. The result is 0 (non-inhibitor). (4) The compound is Cc1ccc(C(=O)N/C(=C\c2ccc([N+](=O)[O-])cc2)C(=O)NCCc2ccccc2)cc1. The result is 1 (inhibitor). (5) The molecule is CCC(C)(C(=O)NC1CCCCC1)N(Cc1ccco1)C(=O)Cc1cccs1. The result is 1 (inhibitor). (6) The drug is N#CS.N=C=S.N=C=S.[Cu].[NH2-].[NH2-].[NH2-].[NH2-].c1ccc2ncccc2c1. The result is 1 (inhibitor). (7) The compound is C=CCn1c(=O)c2c(nc(Br)n2Cc2ccccc2Cl)n(C)c1=O. The result is 1 (inhibitor). (8) The drug is CN(Cc1ccco1)c1ncncc1-c1ccc2c(c1)OCO2. The result is 1 (inhibitor).